From a dataset of TCR-epitope binding with 47,182 pairs between 192 epitopes and 23,139 TCRs. Binary Classification. Given a T-cell receptor sequence (or CDR3 region) and an epitope sequence, predict whether binding occurs between them. (1) The epitope is FTYASALWEI. The TCR CDR3 sequence is CASSQQGEKLFF. Result: 0 (the TCR does not bind to the epitope). (2) The epitope is FVDGVPFVV. The TCR CDR3 sequence is CASSYVIGGSGGYTF. Result: 0 (the TCR does not bind to the epitope).